Dataset: Full USPTO retrosynthesis dataset with 1.9M reactions from patents (1976-2016). Task: Predict the reactants needed to synthesize the given product. (1) Given the product [Br:3][C:4]1[C:13]2[S:14][C:15]([CH3:18])=[C:16]([CH3:17])[C:12]=2[C:11]([C:19]2[CH:20]=[CH:21][C:22]([OH:25])=[CH:23][CH:24]=2)=[C:10]2[C:5]=1[CH:6]=[CH:7][CH:8]=[CH:9]2, predict the reactants needed to synthesize it. The reactants are: [OH-].[K+].[Br:3][C:4]1[C:13]2[S:14][C:15]([CH3:18])=[C:16]([CH3:17])[C:12]=2[C:11]([C:19]2[CH:24]=[CH:23][C:22]([O:25]C(=O)C)=[CH:21][CH:20]=2)=[C:10]2[C:5]=1[CH:6]=[CH:7][CH:8]=[CH:9]2.CO. (2) Given the product [NH2:31][C:4]1[CH:3]=[C:2]([Br:1])[CH:7]=[CH:6][C:5]=1[NH:8][C:9]1[S:13][C:12]([C:14]([O:16][CH3:17])=[O:15])=[C:11]([O:18][C@@H:19]([C:21]2[CH:26]=[CH:25][CH:24]=[CH:23][C:22]=2[C:27]([F:29])([F:30])[F:28])[CH3:20])[CH:10]=1, predict the reactants needed to synthesize it. The reactants are: [Br:1][C:2]1[CH:7]=[CH:6][C:5]([NH:8][C:9]2[S:13][C:12]([C:14]([O:16][CH3:17])=[O:15])=[C:11]([O:18][C@@H:19]([C:21]3[CH:26]=[CH:25][CH:24]=[CH:23][C:22]=3[C:27]([F:30])([F:29])[F:28])[CH3:20])[CH:10]=2)=[C:4]([N+:31]([O-])=O)[CH:3]=1. (3) Given the product [Cl:1][C:2]1[CH:3]=[C:4]([C:12]2[O:16][N:15]=[C:14]([C:17]3[CH:35]=[CH:34][C:20]4[CH2:21][CH2:22][N:23]([CH2:26][CH2:27][CH2:28][C:29]([OH:31])=[O:30])[CH2:24][CH2:25][C:19]=4[CH:18]=3)[N:13]=2)[CH:5]=[N:6][C:7]=1[O:8][CH:9]([CH3:10])[CH3:11], predict the reactants needed to synthesize it. The reactants are: [Cl:1][C:2]1[CH:3]=[C:4]([C:12]2[O:16][N:15]=[C:14]([C:17]3[CH:35]=[CH:34][C:20]4[CH2:21][CH2:22][N:23]([CH2:26][CH2:27][CH2:28][C:29]([O:31]CC)=[O:30])[CH2:24][CH2:25][C:19]=4[CH:18]=3)[N:13]=2)[CH:5]=[N:6][C:7]=1[O:8][CH:9]([CH3:11])[CH3:10].[OH-].[Na+].C(O)(=O)C. (4) Given the product [CH2:1]([O:5][C:6]1[CH:13]=[CH:12][C:9]([CH2:10][OH:11])=[CH:8][C:7]=1[CH2:14][N:15]([CH2:27][CH2:28][C:29]1[CH:30]=[CH:31][CH:32]=[CH:33][CH:34]=1)[C:16]1[S:17][CH:18]=[C:19]([C:21]2[CH:22]=[CH:23][CH:24]=[CH:25][CH:26]=2)[N:20]=1)[CH:2]([CH3:4])[CH3:3], predict the reactants needed to synthesize it. The reactants are: [CH2:1]([O:5][C:6]1[CH:13]=[CH:12][C:9]([CH:10]=[O:11])=[CH:8][C:7]=1[CH2:14][N:15]([CH2:27][CH2:28][C:29]1[CH:34]=[CH:33][CH:32]=[CH:31][CH:30]=1)[C:16]1[S:17][CH:18]=[C:19]([C:21]2[CH:26]=[CH:25][CH:24]=[CH:23][CH:22]=2)[N:20]=1)[CH:2]([CH3:4])[CH3:3].CO.O1CCCC1.[BH4-].[Na+]. (5) Given the product [ClH:36].[O:29]([CH2:28][CH2:27][CH:24]1[CH2:25][CH2:26][N:21]([C:19]2[CH:18]=[N:17][CH:16]=[C:15]([O:14][CH2:13][C@@H:9]3[CH2:10][CH2:11][CH2:12][NH:8]3)[CH:20]=2)[CH2:22][CH2:23]1)[C:30]1[CH:31]=[CH:32][CH:33]=[CH:34][CH:35]=1, predict the reactants needed to synthesize it. The reactants are: C(OC([N:8]1[CH2:12][CH2:11][CH2:10][C@H:9]1[CH2:13][O:14][C:15]1[CH:16]=[N:17][CH:18]=[C:19]([N:21]2[CH2:26][CH2:25][CH:24]([CH2:27][CH2:28][O:29][C:30]3[CH:35]=[CH:34][CH:33]=[CH:32][CH:31]=3)[CH2:23][CH2:22]2)[CH:20]=1)=O)(C)(C)C.[ClH:36].CCOCC. (6) Given the product [OH:22][CH:3]([C:4]1[CH:5]=[CH:6][C:7]([CH:10]=[O:11])=[N:8][CH:9]=1)[C:2]([OH:15])([CH3:12])[CH3:1], predict the reactants needed to synthesize it. The reactants are: [CH3:1][C:2]([CH3:12])=[CH:3][C:4]1[CH:5]=[CH:6][C:7]([CH:10]=[O:11])=[N:8][CH:9]=1.CS(C)=[O:15].C(=O)([O-])O.[Na+].[OH2:22]. (7) The reactants are: [N:1]([O-])=O.[Na+].[NH2:5][C:6]1[CH:7]=[CH:8][C:9]([O:12][CH3:13])=[N:10][CH:11]=1.Cl.[CH3:15][O:16][C:17](=[O:32])[CH:18]([NH:23][C:24]([C:26]1[CH:31]=[CH:30][CH:29]=[CH:28][N:27]=1)=O)C(OC)=O.C(=O)([O-])[O-].[K+].[K+]. Given the product [CH3:15][O:16][C:17]([C:18]1[N:23]=[C:24]([C:26]2[CH:31]=[CH:30][CH:29]=[CH:28][N:27]=2)[N:5]([C:6]2[CH:11]=[N:10][C:9]([O:12][CH3:13])=[CH:8][CH:7]=2)[N:1]=1)=[O:32], predict the reactants needed to synthesize it. (8) The reactants are: [Cl:1][C:2]1[CH:3]=[C:4]2[C:9](=[C:10]([Cl:22])[C:11]=1[O:12][C:13]1[CH:21]=[CH:20][C:16]([C:17]([OH:19])=O)=[CH:15][CH:14]=1)[O:8][CH2:7][CH2:6][CH:5]2[C:23]([O:25][CH2:26][CH3:27])=[O:24].C(Cl)(=O)C(Cl)=O.[Cl:34][C:35]1[CH:40]=[CH:39][C:38]([CH2:41][CH2:42][NH2:43])=[CH:37][CH:36]=1.C(N(C(C)C)CC)(C)C. Given the product [Cl:1][C:2]1[CH:3]=[C:4]2[C:9](=[C:10]([Cl:22])[C:11]=1[O:12][C:13]1[CH:14]=[CH:15][C:16]([C:17](=[O:19])[NH:43][CH2:42][CH2:41][C:38]3[CH:39]=[CH:40][C:35]([Cl:34])=[CH:36][CH:37]=3)=[CH:20][CH:21]=1)[O:8][CH2:7][CH2:6][CH:5]2[C:23]([O:25][CH2:26][CH3:27])=[O:24], predict the reactants needed to synthesize it. (9) Given the product [CH3:1][C:2]1([CH3:39])[C:5]([NH:6][C@@H:7]([CH2:13][C:14]2[CH:19]=[CH:18][C:17]([NH:20][C:21](=[O:30])[C:22]3[C:23]([Cl:29])=[CH:24][N:25]=[CH:26][C:27]=3[Cl:28])=[CH:16][CH:15]=2)[C:8]([OH:10])=[O:9])=[C:4]([S:31][C:32]2[N:36]([CH3:37])[N:35]=[N:34][N:33]=2)[C:3]1=[O:38], predict the reactants needed to synthesize it. The reactants are: [CH3:1][C:2]1([CH3:39])[C:5]([NH:6][C@@H:7]([CH2:13][C:14]2[CH:19]=[CH:18][C:17]([NH:20][C:21](=[O:30])[C:22]3[C:27]([Cl:28])=[CH:26][N:25]=[CH:24][C:23]=3[Cl:29])=[CH:16][CH:15]=2)[C:8]([O:10]CC)=[O:9])=[C:4]([S:31][C:32]2[N:36]([CH3:37])[N:35]=[N:34][N:33]=2)[C:3]1=[O:38].[OH-].[Li+]. (10) Given the product [CH:23]1([C:27]2[NH:20][C:9]3[CH:10]=[C:11]([C:13]4[C:14]([CH3:19])=[N:15][O:16][C:17]=4[CH3:18])[CH:12]=[C:7]([C:6]4[C:2]([CH3:1])=[N:3][NH:4][C:5]=4[CH3:22])[C:8]=3[N:21]=2)[CH2:26][CH2:25][CH2:24]1, predict the reactants needed to synthesize it. The reactants are: [CH3:1][C:2]1[C:6]([C:7]2[CH:12]=[C:11]([C:13]3[C:14]([CH3:19])=[N:15][O:16][C:17]=3[CH3:18])[CH:10]=[C:9]([NH2:20])[C:8]=2[NH2:21])=[C:5]([CH3:22])[NH:4][N:3]=1.[CH:23]1([C:27](Cl)=O)[CH2:26][CH2:25][CH2:24]1.